From a dataset of Forward reaction prediction with 1.9M reactions from USPTO patents (1976-2016). Predict the product of the given reaction. (1) Given the reactants [CH:1]1([CH2:7][N:8]=[C:9]=[O:10])[CH2:6][CH2:5][CH2:4][CH2:3][CH2:2]1.O[C:12]1[CH:13]=[C:14]([C:18](=[O:24])[CH2:19][CH2:20][C:21]([OH:23])=[O:22])[CH:15]=[CH:16][CH:17]=1, predict the reaction product. The product is: [CH:1]1([CH2:7][NH:8][C:9]([C:16]2[CH:15]=[C:14]([C:18](=[O:24])[CH2:19][CH2:20][C:21]([OH:23])=[O:22])[CH:13]=[CH:12][CH:17]=2)=[O:10])[CH2:6][CH2:5][CH2:4][CH2:3][CH2:2]1. (2) Given the reactants [Br:1][C:2]1[CH:23]=[CH:22][C:5]2[N:6]([C:18]([CH3:21])([CH3:20])[CH3:19])[C:7]([C:9]3[CH:17]=[CH:16][CH:15]=[CH:14][C:10]=3[C:11](O)=[O:12])=[N:8][C:4]=2[CH:3]=1.CN(C(ON1N=NC2C=CC=NC1=2)=[N+](C)C)C.F[P-](F)(F)(F)(F)F.[C:48]([O:52][C:53]([CH3:56])([CH3:55])[CH3:54])(=[O:51])[NH:49][NH2:50].CCN(C(C)C)C(C)C, predict the reaction product. The product is: [C:53]([O:52][C:48]([N:49]([C:11](=[O:12])[C:10]1[CH:14]=[CH:15][CH:16]=[CH:17][C:9]=1[C:7]1[N:6]([C:18]([CH3:21])([CH3:19])[CH3:20])[C:5]2[CH:22]=[CH:23][C:2]([Br:1])=[CH:3][C:4]=2[N:8]=1)[NH2:50])=[O:51])([CH3:56])([CH3:55])[CH3:54]. (3) Given the reactants [Cl:1][C:2]1[CH:11]=[CH:10][C:5]2[N:6]=[C:7]([SH:9])[O:8][C:4]=2[CH:3]=1.[CH3:12][O:13][C:14]1[CH:19]=[CH:18][C:17]([C:20]2[CH:25]=[CH:24][C:23]([S:26]([NH:29][CH:30]([CH2:35][CH:36]3[O:38][CH2:37]3)[C:31]([O:33]C)=[O:32])(=[O:28])=[O:27])=[CH:22][CH:21]=2)=[CH:16][CH:15]=1, predict the reaction product. The product is: [CH3:12][O:13][C:14]1[CH:15]=[CH:16][C:17]([C:20]2[CH:21]=[CH:22][C:23]([S:26]([NH:29][CH:30]([CH2:35][CH:36]([OH:38])[CH2:37][S:9][C:7]3[O:8][C:4]4[CH:3]=[C:2]([Cl:1])[CH:11]=[CH:10][C:5]=4[N:6]=3)[C:31]([OH:33])=[O:32])(=[O:27])=[O:28])=[CH:24][CH:25]=2)=[CH:18][CH:19]=1. (4) Given the reactants [Cl:1][C:2]1[CH:7]=[CH:6][CH:5]=[CH:4][C:3]=1B(O)O.[C:11]([C:15]1[CH:20]=[CH:19][C:18]([NH:21][C:22]([C:24]2[CH:29]=[CH:28][C:27](Br)=[CH:26][N:25]=2)=[O:23])=[CH:17][CH:16]=1)([CH3:14])([CH3:13])[CH3:12].C([O-])([O-])=O.[Na+].[Na+], predict the reaction product. The product is: [C:11]([C:15]1[CH:20]=[CH:19][C:18]([NH:21][C:22]([C:24]2[CH:29]=[CH:28][C:27]([C:3]3[CH:4]=[CH:5][CH:6]=[CH:7][C:2]=3[Cl:1])=[CH:26][N:25]=2)=[O:23])=[CH:17][CH:16]=1)([CH3:14])([CH3:12])[CH3:13]. (5) Given the reactants Cl[C:2]1[N:3]=[CH:4][C:5](I)=[C:6]2[C:11]=1[N:10]=[C:9]([CH3:12])[CH:8]=[CH:7]2.[CH3:14][C:15]1[CH:20]=[CH:19][N:18]=[CH:17][C:16]=1B(O)O.[NH2:24][C:25]1[S:26][CH:27]=[C:28]([CH3:30])[N:29]=1, predict the reaction product. The product is: [CH3:12][C:9]1[CH:8]=[CH:7][C:6]2[C:11](=[C:2]([NH:24][C:25]3[S:26][CH:27]=[C:28]([CH3:30])[N:29]=3)[N:3]=[CH:4][C:5]=2[C:16]2[CH:17]=[N:18][CH:19]=[CH:20][C:15]=2[CH3:14])[N:10]=1. (6) Given the reactants [Cl:1][C:2]1[CH:25]=[CH:24][C:5]2[N:6]=[C:7]([NH:9][C:10]3[N:14]([CH2:15][CH3:16])[C:13]4[CH:17]=[CH:18][C:19]([C:21](O)=[O:22])=[CH:20][C:12]=4[N:11]=3)[S:8][C:4]=2[CH:3]=1.[CH3:26][O:27][CH2:28][CH2:29][NH2:30].CN(C(ON1N=NC2C=CC=CC1=2)=[N+](C)C)C.F[P-](F)(F)(F)(F)F.CCN(C(C)C)C(C)C, predict the reaction product. The product is: [CH3:26][O:27][CH2:28][CH2:29][NH:30][C:21]([C:19]1[CH:18]=[CH:17][C:13]2[N:14]([CH2:15][CH3:16])[C:10]([NH:9][C:7]3[S:8][C:4]4[CH:3]=[C:2]([Cl:1])[CH:25]=[CH:24][C:5]=4[N:6]=3)=[N:11][C:12]=2[CH:20]=1)=[O:22].